From a dataset of Full USPTO retrosynthesis dataset with 1.9M reactions from patents (1976-2016). Predict the reactants needed to synthesize the given product. (1) Given the product [CH3:1][N:2]1[C:6]2[CH:7]=[CH:8][CH:9]=[CH:10][C:5]=2[N:4]=[C:3]1[CH2:11][C:12]1[CH:13]=[CH:14][C:15]([C:18]2[O:19][CH:20]=[C:21]([C:23]([O:25][CH3:26])=[O:24])[N:22]=2)=[CH:16][CH:17]=1, predict the reactants needed to synthesize it. The reactants are: [CH3:1][N:2]1[C:6]2[CH:7]=[CH:8][CH:9]=[CH:10][C:5]=2[N:4]=[C:3]1[CH2:11][C:12]1[CH:17]=[CH:16][C:15]([C:18]2[O:19][CH2:20][CH:21]([C:23]([O:25][CH3:26])=[O:24])[N:22]=2)=[CH:14][CH:13]=1.BrC(Cl)(Cl)Cl.C1CCN2C(=NCCC2)CC1. (2) The reactants are: Cl[C:2]1[C:11]2=[N:12][N:13](CC3C=CC(OC)=CC=3)[CH:14]=[C:10]2[C:9]2[CH:8]=[CH:7][CH:6]=[CH:5][C:4]=2[N:3]=1.[N:24]1[NH:25][CH:26]=[C:27]2[C:32]=1[C:31]([NH2:33])=[CH:30][CH:29]=[CH:28]2.Cl. Given the product [N:24]1[NH:25][CH:26]=[C:27]2[C:32]=1[C:31]([NH:33][C:2]1[C:11]3=[N:12][NH:13][CH:14]=[C:10]3[C:9]3[CH:8]=[CH:7][CH:6]=[CH:5][C:4]=3[N:3]=1)=[CH:30][CH:29]=[CH:28]2, predict the reactants needed to synthesize it. (3) Given the product [F:1][C:2]1[C:3]([NH:35][C:19]([N:21]([CH3:22])[C:24]2[N:55]=[CH:54][N:53]=[C:52]3[C:25]=2[N:49]=[CH:50][NH:51]3)=[O:56])=[C:7]([F:18])[CH:8]=[CH:9][C:10]=1[NH:11][S:12]([CH2:15][CH2:16][CH3:17])(=[O:13])=[O:14], predict the reactants needed to synthesize it. The reactants are: [F:1][C:2]1[C:10]([NH:11][S:12]([CH2:15][CH2:16][CH3:17])(=[O:14])=[O:13])=[CH:9][CH:8]=[C:7]([F:18])[C:3]=1C(O)=O.[CH2:19]([N:21]([CH2:24][CH3:25])[CH2:22]C)C.C1C=CC(OP(OC2C=CC=CC=2)([N:35]=[N+]=[N-])=O)=CC=1.CNC1[N:55]=[CH:54][N:53]=[C:52]2C=1[N:49]=[CH:50][NH:51]2.[OH2:56]. (4) Given the product [C:1]([C:5]1[N:6]([CH3:23])[C:7](=[O:22])[C:8]2[C:13]([C:14]=1[C:15]1[CH:16]=[CH:17][CH:18]=[CH:19][CH:20]=1)=[CH:12][C:11]([O:21][CH2:33][CH2:32][CH2:31][CH2:30][C:24]1[CH:29]=[CH:28][CH:27]=[CH:26][CH:25]=1)=[CH:10][CH:9]=2)([CH3:4])([CH3:2])[CH3:3], predict the reactants needed to synthesize it. The reactants are: [C:1]([C:5]1[N:6]([CH3:23])[C:7](=[O:22])[C:8]2[C:13]([C:14]=1[C:15]1[CH:20]=[CH:19][CH:18]=[CH:17][CH:16]=1)=[CH:12][C:11]([OH:21])=[CH:10][CH:9]=2)([CH3:4])([CH3:3])[CH3:2].[C:24]1([CH2:30][CH2:31][CH2:32][CH2:33]I)[CH:29]=[CH:28][CH:27]=[CH:26][CH:25]=1.C(=O)([O-])[O-].[Cs+].[Cs+]. (5) Given the product [F:21][C:22]1[CH:23]=[C:24]([S:32]([N:10]2[CH2:11][CH2:12][C:7]3([C:2](=[O:13])[NH:3][CH2:4][CH2:5][CH2:6]3)[CH2:8][CH2:9]2)(=[O:33])=[O:34])[CH:25]=[C:26]([C:28]([F:30])([F:29])[F:31])[CH:27]=1, predict the reactants needed to synthesize it. The reactants are: Cl.[C:2]1(=[O:13])[C:7]2([CH2:12][CH2:11][NH:10][CH2:9][CH2:8]2)[CH2:6][CH2:5][CH2:4][NH:3]1.C(N(CC)CC)C.[F:21][C:22]1[CH:23]=[C:24]([S:32](Cl)(=[O:34])=[O:33])[CH:25]=[C:26]([C:28]([F:31])([F:30])[F:29])[CH:27]=1. (6) Given the product [CH2:30]([C:32]1[N:33]([C:2]2[N:3]=[C:4]([N:24]3[CH2:25][CH2:26][O:27][CH2:28][CH2:29]3)[C:5]3[N:11]=[C:10]([CH2:12][N:13]4[CH2:14][CH:15]([N:17]5[CH2:22][CH2:21][NH:20][C:19](=[O:23])[CH2:18]5)[CH2:16]4)[CH:9]=[CH:8][C:6]=3[N:7]=2)[C:34]2[CH:40]=[CH:39][CH:38]=[CH:37][C:35]=2[N:36]=1)[CH3:31], predict the reactants needed to synthesize it. The reactants are: Cl[C:2]1[N:3]=[C:4]([N:24]2[CH2:29][CH2:28][O:27][CH2:26][CH2:25]2)[C:5]2[N:11]=[C:10]([CH2:12][N:13]3[CH2:16][CH:15]([N:17]4[CH2:22][CH2:21][NH:20][C:19](=[O:23])[CH2:18]4)[CH2:14]3)[CH:9]=[CH:8][C:6]=2[N:7]=1.[CH2:30]([C:32]1[NH:33][C:34]2[CH:40]=[CH:39][CH:38]=[CH:37][C:35]=2[N:36]=1)[CH3:31].CC(C)([O-])C.[Na+].C(=O)([O-])[O-].[Cs+].[Cs+]. (7) Given the product [Cl:1][C:2]1[CH:11]=[CH:10][C:9]2[CH2:8][CH2:7][CH2:6][CH:5]([C:30]([OH:32])=[O:31])[C:4]=2[N:3]=1, predict the reactants needed to synthesize it. The reactants are: [Cl:1][C:2]1[CH:11]=[CH:10][C:9]2[CH2:8][CH2:7][CH2:6][CH2:5][C:4]=2[N:3]=1.C(NC(C)C)(C)C.[Li]CCCC.CCCCCC.[C:30](=[O:32])=[O:31]. (8) Given the product [C:8]([O:12][C:13](=[O:21])[NH:14][CH:15]1[CH2:20][CH2:19][N:18]([CH2:2][C:3]([CH:5]2[CH2:7][CH2:6]2)=[O:4])[CH2:17][CH2:16]1)([CH3:11])([CH3:9])[CH3:10], predict the reactants needed to synthesize it. The reactants are: Br[CH2:2][C:3]([CH:5]1[CH2:7][CH2:6]1)=[O:4].[C:8]([O:12][C:13](=[O:21])[NH:14][CH:15]1[CH2:20][CH2:19][NH:18][CH2:17][CH2:16]1)([CH3:11])([CH3:10])[CH3:9].C(=O)([O-])[O-].[K+].[K+].